Dataset: Full USPTO retrosynthesis dataset with 1.9M reactions from patents (1976-2016). Task: Predict the reactants needed to synthesize the given product. Given the product [CH2:20]([O:7][C:6]([C:5]1[C:4]([O:13][CH3:14])=[CH:3][C:2]([I:1])=[CH:10][C:9]=1[O:11][CH3:12])=[O:8])[CH3:21], predict the reactants needed to synthesize it. The reactants are: [I:1][C:2]1[CH:10]=[C:9]([O:11][CH3:12])[C:5]([C:6]([OH:8])=[O:7])=[C:4]([O:13][CH3:14])[CH:3]=1.CN(C)C=O.[C:20](Cl)(=O)[C:21](Cl)=O.C(N(CC)CC)C.